The task is: Binary Classification. Given a T-cell receptor sequence (or CDR3 region) and an epitope sequence, predict whether binding occurs between them.. This data is from TCR-epitope binding with 47,182 pairs between 192 epitopes and 23,139 TCRs. (1) The epitope is QIKVRVKMV. The TCR CDR3 sequence is CASSTTLTSTGELFF. Result: 0 (the TCR does not bind to the epitope). (2) The epitope is LSDDAVVCFNSTY. The TCR CDR3 sequence is CATSDTPRLAGGLLNSYNEQFF. Result: 0 (the TCR does not bind to the epitope). (3) The epitope is HLVDFQVTI. The TCR CDR3 sequence is CSAPEPTSGRWSGELFF. Result: 0 (the TCR does not bind to the epitope). (4) The epitope is CLGGLLTMV. The TCR CDR3 sequence is CATSRGWIAGFEQFF. Result: 1 (the TCR binds to the epitope).